Dataset: Full USPTO retrosynthesis dataset with 1.9M reactions from patents (1976-2016). Task: Predict the reactants needed to synthesize the given product. Given the product [NH2:4][C:5]1[N:6]=[C:7]([C:24]([OH:29])=[O:32])[NH:8][C:9]=1[S:13][CH3:14], predict the reactants needed to synthesize it. The reactants are: N1C(=S)[C:9]2[NH:8][CH:7]=[N:6][C:5]=2[N:4]=C1N.C[S:13][C:14]1N=CN=C2C=1NC=N2.C(S)[CH:24]([OH:29])C(O)CS.P(OC[C@H]1O[C@@H](N2C3N=C(N)NC(=S)C=3N=C2)[C@H](O)[C@@H]1O)(O)(O)=[O:32].P(OC[C@H]1O[C@@H](N2C3N=C(N)NC(=S)C=3N=C2)[C@H](O)[C@@H]1O)(OP(O)(O)=O)(=O)O.P(OC[C@H]1O[C@@H](N2C3N=C(N)NC(=S)C=3N=C2)[C@H](O)[C@@H]1O)(OP(OP(O)(O)=O)(O)=O)(=O)O.Cl.Cl(O)(=O)(=O)=O.